Dataset: Catalyst prediction with 721,799 reactions and 888 catalyst types from USPTO. Task: Predict which catalyst facilitates the given reaction. (1) Reactant: [O:1]=[C:2]1[CH2:7][S:6][C:5]2[CH:8]=[CH:9][C:10]([C:12](O)=[O:13])=[N:11][C:4]=2[NH:3]1.C(N(CC)CC)C.ClC(OCC(C)C)=O. Product: [OH:13][CH2:12][C:10]1[CH:9]=[CH:8][C:5]2[S:6][CH2:7][C:2](=[O:1])[NH:3][C:4]=2[N:11]=1. The catalyst class is: 1. (2) Reactant: [C:1]([O:5][C:6]([N:8]1[CH2:13][CH2:12][CH2:11][C@@H:10]([NH:14]C(OCC2C=CC=CC=2)=O)[CH2:9]1)=[O:7])([CH3:4])([CH3:3])[CH3:2]. Product: [C:1]([O:5][C:6]([N:8]1[CH2:13][CH2:12][CH2:11][C@@H:10]([NH2:14])[CH2:9]1)=[O:7])([CH3:4])([CH3:2])[CH3:3]. The catalyst class is: 19.